From a dataset of Peptide-MHC class I binding affinity with 185,985 pairs from IEDB/IMGT. Regression. Given a peptide amino acid sequence and an MHC pseudo amino acid sequence, predict their binding affinity value. This is MHC class I binding data. (1) The peptide sequence is KLHCTERSL. The MHC is HLA-B27:03 with pseudo-sequence HLA-B27:03. The binding affinity (normalized) is 0.0847. (2) The peptide sequence is AAERGPGQML. The MHC is HLA-A26:01 with pseudo-sequence HLA-A26:01. The binding affinity (normalized) is 0.0904. (3) The peptide sequence is SHSIPNGLL. The MHC is HLA-B07:02 with pseudo-sequence HLA-B07:02. The binding affinity (normalized) is 0.0847.